This data is from Catalyst prediction with 721,799 reactions and 888 catalyst types from USPTO. The task is: Predict which catalyst facilitates the given reaction. (1) Reactant: Cl[C:2]1[CH:7]=[C:6]([N:8]([CH2:17][O:18][CH2:19][CH2:20][Si:21]([CH3:24])([CH3:23])[CH3:22])[CH2:9][O:10][CH2:11][CH2:12][Si:13]([CH3:16])([CH3:15])[CH3:14])[N:5]2[N:25]=[CH:26][C:27]([C:28]3[CH:29]=[N:30][C:31]([C:34]4[CH:39]=[CH:38][CH:37]=[CH:36][CH:35]=4)=[CH:32][CH:33]=3)=[C:4]2[N:3]=1.[N:40]1([C:46]([O:48][C:49]([CH3:52])([CH3:51])[CH3:50])=[O:47])[CH2:45][CH2:44][NH:43][CH2:42][CH2:41]1.C([O-])(O)=O.[Na+]. Product: [CH3:14][Si:13]([CH3:16])([CH3:15])[CH2:12][CH2:11][O:10][CH2:9][N:8]([CH2:17][O:18][CH2:19][CH2:20][Si:21]([CH3:24])([CH3:23])[CH3:22])[C:6]1[N:5]2[N:25]=[CH:26][C:27]([C:28]3[CH:29]=[N:30][C:31]([C:34]4[CH:39]=[CH:38][CH:37]=[CH:36][CH:35]=4)=[CH:32][CH:33]=3)=[C:4]2[N:3]=[C:2]([N:43]2[CH2:42][CH2:41][N:40]([C:46]([O:48][C:49]([CH3:52])([CH3:51])[CH3:50])=[O:47])[CH2:45][CH2:44]2)[CH:7]=1. The catalyst class is: 179. (2) Reactant: [O:1]1[CH2:5][CH2:4][CH2:3][C@H:2]1[CH2:6][NH:7][NH2:8].[CH3:9][C:10]([CH3:17])([CH3:16])[C:11](=O)[CH2:12][C:13]#[N:14]. Product: [C:10]([C:11]1[CH:12]=[C:13]([NH2:14])[N:7]([CH2:6][C@@H:2]2[CH2:3][CH2:4][CH2:5][O:1]2)[N:8]=1)([CH3:17])([CH3:16])[CH3:9]. The catalyst class is: 8. (3) Reactant: [ClH:1].Cl.C[O:4][C:5](=[O:34])[C:6]1[CH:11]=[CH:10][C:9]([O:12][C:13]2[CH:18]=[CH:17][C:16]([CH2:19][C@H:20]([NH:23][CH2:24][C@@H:25]([C:27]3[CH:32]=[CH:31][CH:30]=[C:29]([Cl:33])[CH:28]=3)[OH:26])[CH2:21][OH:22])=[CH:15][CH:14]=2)=[N:8][CH:7]=1.[OH-].[Na+].Cl. Product: [ClH:33].[ClH:1].[Cl:33][C:29]1[CH:28]=[C:27]([C@@H:25]([OH:26])[CH2:24][NH:23][C@H:20]([CH2:21][OH:22])[CH2:19][C:16]2[CH:15]=[CH:14][C:13]([O:12][C:9]3[CH:10]=[CH:11][C:6]([C:5]([OH:34])=[O:4])=[CH:7][N:8]=3)=[CH:18][CH:17]=2)[CH:32]=[CH:31][CH:30]=1. The catalyst class is: 5. (4) The catalyst class is: 10. Reactant: [C:1]([O:5][C:6]([NH:8][C@@H:9]([CH2:13][CH:14]1[CH2:16][CH2:15]1)[C:10](O)=[O:11])=[O:7])([CH3:4])([CH3:3])[CH3:2].C(OC(OC(C)(C)C)=O)(OC(C)(C)C)=O.[N:32]1C=CC=CC=1.N. Product: [NH2:32][C:10](=[O:11])[C@@H:9]([NH:8][C:6](=[O:7])[O:5][C:1]([CH3:4])([CH3:3])[CH3:2])[CH2:13][CH:14]1[CH2:16][CH2:15]1. (5) Reactant: [Br:1][C:2]1[CH:3]=[CH:4][C:5](F)=[C:6]([C:8]([C:10]2[CH:11]=[N:12][CH:13]=[N:14][CH:15]=2)=O)[CH:7]=1.[CH3:17][NH:18][NH2:19]. Product: [Br:1][C:2]1[CH:7]=[C:6]2[C:5](=[CH:4][CH:3]=1)[N:18]([CH3:17])[N:19]=[C:8]2[C:10]1[CH:11]=[N:12][CH:13]=[N:14][CH:15]=1. The catalyst class is: 12. (6) Reactant: [OH:1][C:2]1[CH:7]=[C:6]([CH3:8])[C:5]([OH:9])=[C:4]([CH3:10])[C:3]=1[CH3:11].[CH2:12]=O.[C:14]([O:19][CH3:20])(=[O:18])[C:15]([CH3:17])=[CH2:16]. Product: [OH:1][C:2]1[C:7]([CH3:12])=[C:6]2[C:5](=[C:4]([CH3:10])[C:3]=1[CH3:11])[O:9][C:15]([CH3:17])([C:14]([O:19][CH3:20])=[O:18])[CH2:16][CH2:8]2. The catalyst class is: 5. (7) Reactant: [Cl:1][C:2]1[CH:3]=[C:4]2[C:8](=[CH:9][CH:10]=1)[NH:7][C:6](=[O:11])[C:5]2([OH:20])[C:12]1[CH:17]=[CH:16][CH:15]=[CH:14][C:13]=1[O:18][CH3:19].[H-].[Na+].[CH3:23][O:24][C:25]1[CH:30]=[CH:29][C:28]([S:31](Cl)(=[O:33])=[O:32])=[C:27]([O:35][C:36]([F:39])([F:38])[F:37])[CH:26]=1.C([O-])([O-])=O.[K+].[K+]. The catalyst class is: 479. Product: [Cl:1][C:2]1[CH:3]=[C:4]2[C:8](=[CH:9][CH:10]=1)[N:7]([S:31]([C:28]1[CH:29]=[CH:30][C:25]([O:24][CH3:23])=[CH:26][C:27]=1[O:35][C:36]([F:37])([F:38])[F:39])(=[O:33])=[O:32])[C:6](=[O:11])[C:5]2([OH:20])[C:12]1[CH:17]=[CH:16][CH:15]=[CH:14][C:13]=1[O:18][CH3:19].